The task is: Predict the product of the given reaction.. This data is from Forward reaction prediction with 1.9M reactions from USPTO patents (1976-2016). (1) The product is: [CH2:1]([N:3]([CH2:4][C:6]1[CH:7]=[CH:8][C:9]([CH2:10][C:11]2[CH:36]=[CH:35][CH:34]=[CH:33][C:12]=2[O:13][CH2:14][CH2:15][N:16]2[CH2:21][CH2:20][CH:19]([N:22]3[C:26]4[CH:27]=[CH:28][CH:29]=[CH:30][C:25]=4[N:24]=[C:23]3[CH2:31][OH:32])[CH2:18][CH2:17]2)=[CH:37][CH:38]=1)[CH2:39][CH3:40])[CH3:2]. Given the reactants [CH2:1]([N:3]([CH2:39][CH3:40])[C:4]([C:6]1[CH:38]=[CH:37][C:9]([CH2:10][C:11]2[CH:36]=[CH:35][CH:34]=[CH:33][C:12]=2[O:13][CH2:14][CH2:15][N:16]2[CH2:21][CH2:20][CH:19]([N:22]3[C:26]4[CH:27]=[CH:28][CH:29]=[CH:30][C:25]=4[N:24]=[C:23]3[CH2:31][OH:32])[CH2:18][CH2:17]2)=[CH:8][CH:7]=1)=O)[CH3:2].COCCO[AlH2-]OCCOC.[Na+], predict the reaction product. (2) Given the reactants [F:1][C:2]1[CH:7]=[CH:6][CH:5]=[C:4](F)[C:3]=1[N+:9]([O-:11])=[O:10].O.[NH2:13][NH2:14], predict the reaction product. The product is: [F:1][C:2]1[C:3]([N+:9]([O-:11])=[O:10])=[C:4]([NH:13][NH2:14])[CH:5]=[CH:6][CH:7]=1. (3) Given the reactants Br[C:2]1[CH:7]=[CH:6][C:5]([C:8]([OH:15])([CH2:13][CH3:14])[C:9]([F:12])([F:11])[F:10])=[C:4]([Cl:16])[C:3]=1[Cl:17].[CH2:18]([N:20]([CH2:33][CH3:34])[C:21]([C:23]1[N:24]=[C:25]([C:28]([O:30][CH2:31][CH3:32])=[O:29])[S:26][CH:27]=1)=[O:22])[CH3:19].C(N(CC)C(C1N=C(C(NCC(O)(C)C)=O)SC=1)=O)C.CC([O-])=O.[K+].C1C=CC(P(C2C=CC=CC=2)C2C=CC=CC=2)=CC=1.N#N, predict the reaction product. The product is: [Cl:17][C:3]1[C:4]([Cl:16])=[C:5]([C:8]([OH:15])([CH2:13][CH3:14])[C:9]([F:12])([F:11])[F:10])[CH:6]=[CH:7][C:2]=1[C:27]1[S:26][C:25]([C:28]([O:30][CH2:31][CH3:32])=[O:29])=[N:24][C:23]=1[C:21](=[O:22])[N:20]([CH2:18][CH3:19])[CH2:33][CH3:34]. (4) Given the reactants C(=O)([O-])[O-].[K+].[K+].[NH:7]1[CH2:12][CH2:11][O:10][CH2:9][CH2:8]1.F[C:14]1[CH:21]=[CH:20][C:19]([CH3:22])=[CH:18][C:15]=1[C:16]#[N:17].O, predict the reaction product. The product is: [CH3:22][C:19]1[CH:20]=[CH:21][C:14]([N:7]2[CH2:12][CH2:11][O:10][CH2:9][CH2:8]2)=[C:15]([CH:18]=1)[C:16]#[N:17]. (5) Given the reactants B(Br)(Br)Br.[Br:5][C:6]1[CH:11]=[C:10]([Cl:12])[CH:9]=[C:8]([O:13]C)[C:7]=1[Cl:15], predict the reaction product. The product is: [Br:5][C:6]1[C:7]([Cl:15])=[C:8]([OH:13])[CH:9]=[C:10]([Cl:12])[CH:11]=1. (6) Given the reactants C([Si](C)(C)[O:6][CH2:7][CH2:8][CH2:9][CH2:10][CH2:11][CH2:12][CH2:13][CH2:14][CH2:15][CH2:16][CH2:17][CH2:18][CH2:19][CH2:20][CH2:21][CH2:22][CH2:23][CH2:24][CH2:25][CH2:26][CH2:27][CH2:28][CH2:29][CH2:30][CH2:31][CH2:32][CH2:33][CH3:34])(C)(C)C.Cl, predict the reaction product. The product is: [CH2:7]([OH:6])[CH2:8][CH2:9][CH2:10][CH2:11][CH2:12][CH2:13][CH2:14][CH2:15][CH2:16][CH2:17][CH2:18][CH2:19][CH2:20][CH2:21][CH2:22][CH2:23][CH2:24][CH2:25][CH2:26][CH2:27][CH2:28][CH2:29][CH2:30][CH2:31][CH2:32][CH2:33][CH3:34].